This data is from Reaction yield outcomes from USPTO patents with 853,638 reactions. The task is: Predict the reaction yield, written as a fraction of the theoretical maximum amount of product (1.0 means a 100% yield; for example, 0.34 means a 34% yield). The reactants are Br[C:2]1[C:3]([F:17])=[CH:4][C:5]2[CH2:10][O:9][CH:8]([CH2:11][NH:12][CH2:13][CH2:14][CH3:15])[O:7][C:6]=2[CH:16]=1.[CH3:18][S:19]([O-:21])=[O:20].[Na+].N1CCC[C@H]1C(O)=O. The catalyst is [Cu](I)I.CS(C)=O. The product is [F:17][C:3]1[C:2]([S:19]([CH3:18])(=[O:21])=[O:20])=[CH:16][C:6]2[O:7][CH:8]([CH2:11][NH:12][CH2:13][CH2:14][CH3:15])[O:9][CH2:10][C:5]=2[CH:4]=1. The yield is 0.450.